Dataset: Serine/threonine kinase 33 screen with 319,792 compounds. Task: Binary Classification. Given a drug SMILES string, predict its activity (active/inactive) in a high-throughput screening assay against a specified biological target. (1) The drug is O=C(Nc1cc(ccc1)C(OCC)=O)CCc1ccccc1. The result is 0 (inactive). (2) The compound is s1c(CC(=O)N2CCN(CC2)c2ccc(cc2)C(=O)C)ccc1. The result is 0 (inactive).